From a dataset of Catalyst prediction with 721,799 reactions and 888 catalyst types from USPTO. Predict which catalyst facilitates the given reaction. (1) Reactant: [F:1][C:2]1[CH:3]=[C:4]([CH:13]([NH:17][C:18]([N:20]2[CH2:25][C:24](=[O:26])[N:23](COCC[Si](C)(C)C)[C:22]3[CH:35]=[C:36]([O:39][CH3:40])[CH:37]=[N:38][C:21]2=3)=[O:19])[CH2:14][O:15][CH3:16])[CH:5]=[CH:6][C:7]=1[N:8]1[CH:12]=[CH:11][CH:10]=[CH:9]1. Product: [F:1][C:2]1[CH:3]=[C:4]([CH:13]([NH:17][C:18]([N:20]2[CH2:25][C:24](=[O:26])[NH:23][C:22]3[CH:35]=[C:36]([O:39][CH3:40])[CH:37]=[N:38][C:21]2=3)=[O:19])[CH2:14][O:15][CH3:16])[CH:5]=[CH:6][C:7]=1[N:8]1[CH:9]=[CH:10][CH:11]=[CH:12]1. The catalyst class is: 4. (2) Reactant: [Cl:1][C:2]1[CH:7]=[CH:6][C:5]([N:8]2[C:12]([CH:13]([CH:16]3[CH2:21][CH2:20][CH2:19][CH2:18][CH2:17]3)[CH2:14][OH:15])=[C:11]3[CH2:22][CH2:23][CH2:24][C:10]3=[N:9]2)=[CH:4][CH:3]=1.[CH3:25][O:26][C:27](=[O:37])[C:28]1[CH:33]=[C:32]([CH3:34])[C:31](O)=[C:30]([CH3:36])[CH:29]=1.C1(P(C2C=CC=CC=2)C2C=CC=CC=2)C=CC=CC=1.N(C(OC(C)(C)C)=O)=NC(OC(C)(C)C)=O. Product: [CH3:25][O:26][C:27](=[O:37])[C:28]1[CH:29]=[C:30]([CH3:36])[C:31]([O:15][CH2:14][CH:13]([C:12]2[N:8]([C:5]3[CH:4]=[CH:3][C:2]([Cl:1])=[CH:7][CH:6]=3)[N:9]=[C:10]3[CH2:24][CH2:23][CH2:22][C:11]=23)[CH:16]2[CH2:21][CH2:20][CH2:19][CH2:18][CH2:17]2)=[C:32]([CH3:34])[CH:33]=1. The catalyst class is: 1. (3) Reactant: [C:1]([C:3]1[CH:4]=[CH:5][C:6]([OH:13])=[C:7]([CH:12]=1)[C:8]([O:10][CH3:11])=[O:9])#[N:2].Br[CH2:15][CH2:16][O:17][CH3:18].C([O-])([O-])=O.[K+].[K+]. Product: [C:1]([C:3]1[CH:4]=[CH:5][C:6]([O:13][CH2:15][CH2:16][O:17][CH3:18])=[C:7]([CH:12]=1)[C:8]([O:10][CH3:11])=[O:9])#[N:2]. The catalyst class is: 31. (4) Reactant: [NH2:1][C:2]1[C:11]2[C:6](=[CH:7][C:8]([CH2:12][NH:13][C:14](=[O:36])[C:15]3[CH:20]=[C:19]([C:21](=[O:35])[C:22]4[CH:27]=[CH:26][C:25]([CH2:28][N:29]5[CH:33]=[C:32]([CH3:34])[CH:31]=[N:30]5)=[CH:24][CH:23]=4)[CH:18]=[N:17][CH:16]=3)=[CH:9][CH:10]=2)[CH:5]=[CH:4][N:3]=1.[BH4-].[Na+]. Product: [NH2:1][C:2]1[C:11]2[C:6](=[CH:7][C:8]([CH2:12][NH:13][C:14](=[O:36])[C:15]3[CH:20]=[C:19]([CH:21]([OH:35])[C:22]4[CH:27]=[CH:26][C:25]([CH2:28][N:29]5[CH:33]=[C:32]([CH3:34])[CH:31]=[N:30]5)=[CH:24][CH:23]=4)[CH:18]=[N:17][CH:16]=3)=[CH:9][CH:10]=2)[CH:5]=[CH:4][N:3]=1. The catalyst class is: 5. (5) Reactant: [Br:1][C:2]1[CH:3]=[CH:4][C:5]([CH3:10])=[C:6]([CH:9]=1)[CH2:7]O.P(Br)(Br)[Br:12]. Product: [Br:1][C:2]1[CH:3]=[CH:4][C:5]([CH3:10])=[C:6]([CH:9]=1)[CH2:7][Br:12]. The catalyst class is: 27. (6) Reactant: [NH2:1][C:2]1[CH:7]=[CH:6][C:5]([C:8]([N:10]2[CH2:15][CH2:14][CH:13]([NH:16][C:17]3[N:22]=[C:21]([C:23]4[C:31]5[C:26](=[CH:27][CH:28]=[CH:29][CH:30]=5)[N:25](S(C5C=CC=CC=5)(=O)=O)[CH:24]=4)[C:20]([Cl:41])=[CH:19][N:18]=3)[CH2:12][CH2:11]2)=[O:9])=[C:4]([F:42])[CH:3]=1.[OH-].[Na+]. Product: [NH2:1][C:2]1[CH:7]=[CH:6][C:5]([C:8]([N:10]2[CH2:15][CH2:14][CH:13]([NH:16][C:17]3[N:22]=[C:21]([C:23]4[C:31]5[C:26](=[CH:27][CH:28]=[CH:29][CH:30]=5)[NH:25][CH:24]=4)[C:20]([Cl:41])=[CH:19][N:18]=3)[CH2:12][CH2:11]2)=[O:9])=[C:4]([F:42])[CH:3]=1. The catalyst class is: 12. (7) Reactant: [C:1](Cl)(=[O:5])[CH2:2][CH2:3][CH3:4].Cl.[NH2:8][C:9]1[CH:10]=[N:11][C:12]2[C:17]([C:18]=1[OH:19])=[CH:16][CH:15]=[C:14]([O:20][CH3:21])[CH:13]=2.C(N(CC)CC)C.ClCCl. Product: [OH:19][C:18]1[C:17]2[C:12](=[CH:13][C:14]([O:20][CH3:21])=[CH:15][CH:16]=2)[N:11]=[CH:10][C:9]=1[NH:8][C:1](=[O:5])[CH2:2][CH2:3][CH3:4]. The catalyst class is: 9.